Dataset: Full USPTO retrosynthesis dataset with 1.9M reactions from patents (1976-2016). Task: Predict the reactants needed to synthesize the given product. (1) The reactants are: [CH2:1]([N:3]1[C:7]([C:8]2[CH:9]=[C:10]3[C:14](=[CH:15][CH:16]=2)[NH:13][C:12]([CH:17]2[CH2:22][CH2:21][N:20](C(OCCCC)=O)[CH2:19][CH2:18]2)=[CH:11]3)=[CH:6][C:5]([C:30]([F:33])([F:32])[F:31])=[N:4]1)[CH3:2].FC(F)(F)C(O)=O. Given the product [CH2:1]([N:3]1[C:7]([C:8]2[CH:9]=[C:10]3[C:14](=[CH:15][CH:16]=2)[NH:13][C:12]([CH:17]2[CH2:18][CH2:19][NH:20][CH2:21][CH2:22]2)=[CH:11]3)=[CH:6][C:5]([C:30]([F:32])([F:33])[F:31])=[N:4]1)[CH3:2], predict the reactants needed to synthesize it. (2) Given the product [F:1][C:2]1[CH:3]=[C:4]([C:13]2[CH:25]=[CH:24][C:16]([C:17]([O:19][C:20]([CH3:21])([CH3:22])[CH3:23])=[O:18])=[CH:15][N:14]=2)[CH:5]=[C:6]([F:8])[CH:7]=1, predict the reactants needed to synthesize it. The reactants are: [F:1][C:2]1[CH:3]=[C:4](B(O)O)[CH:5]=[C:6]([F:8])[CH:7]=1.Br[C:13]1[CH:25]=[CH:24][C:16]([C:17]([O:19][C:20]([CH3:23])([CH3:22])[CH3:21])=[O:18])=[CH:15][N:14]=1. (3) The reactants are: BrC(Br)C.[F:5][C:6]1[CH:13]=[CH:12][CH:11]=[C:10]([F:14])[C:7]=1[CH2:8]Br.O1C=CC=C1P(C1OC=CC=1)C1OC=CC=1.[CH3:31][C:32]([C:34]1[CH:39]=[CH:38][CH:37]=[C:36](I)[CH:35]=1)=[O:33]. Given the product [F:5][C:6]1[CH:13]=[CH:12][CH:11]=[C:10]([F:14])[C:7]=1[CH2:8][C:36]1[CH:35]=[C:34]([C:32](=[O:33])[CH3:31])[CH:39]=[CH:38][CH:37]=1, predict the reactants needed to synthesize it. (4) The reactants are: [F:1][C:2]([F:7])([F:6])[C:3]([OH:5])=[O:4].C([N:15]1[CH2:24][CH2:23][C:22]2[C:17](=[N:18][C:19]([N:29]3[CH2:34][CH2:33][CH:32]([O:35][C:36]4[CH:43]=[CH:42][C:39]([C:40]#[N:41])=[CH:38][C:37]=4[F:44])[CH2:31][CH2:30]3)=[C:20]([NH:25][CH:26]([CH3:28])[CH3:27])[N:21]=2)[CH2:16]1)C1C=CC=CC=1. Given the product [F:44][C:37]1[CH:38]=[C:39]([CH:42]=[CH:43][C:36]=1[O:35][CH:32]1[CH2:31][CH2:30][N:29]([C:19]2[N:18]=[C:17]3[CH2:16][NH:15][CH2:24][CH2:23][C:22]3=[N:21][C:20]=2[NH:25][CH:26]([CH3:28])[CH3:27])[CH2:34][CH2:33]1)[C:40]#[N:41].[C:3]([OH:5])([C:2]([F:7])([F:6])[F:1])=[O:4], predict the reactants needed to synthesize it. (5) Given the product [NH2:22][C@H:19]1[CH2:20][CH2:21][N:17]([CH:14]2[CH2:15][CH2:16][N:11]([C:9]([O:8][CH2:1][C:2]3[CH:7]=[CH:6][CH:5]=[CH:4][CH:3]=3)=[O:10])[CH2:12][CH2:13]2)[C:18]1=[O:30], predict the reactants needed to synthesize it. The reactants are: [CH2:1]([O:8][C:9]([N:11]1[CH2:16][CH2:15][CH:14]([N:17]2[CH2:21][CH2:20][C@H:19]([NH:22]C(OC(C)(C)C)=O)[C:18]2=[O:30])[CH2:13][CH2:12]1)=[O:10])[C:2]1[CH:7]=[CH:6][CH:5]=[CH:4][CH:3]=1. (6) Given the product [Cl:26][C:27]1[CH:28]=[CH:29][C:30]([O:39][CH3:40])=[C:31]([C:33]([F:38])([F:37])[C:34]([NH:1][CH2:2][C:3]2[CH:4]=[C:5]3[C:9](=[CH:10][CH:11]=2)[C:8](=[O:12])[N:7]([CH:13]2[CH2:18][CH2:17][C:16](=[O:19])[NH:15][C:14]2=[O:20])[CH2:6]3)=[O:35])[CH:32]=1, predict the reactants needed to synthesize it. The reactants are: [NH2:1][CH2:2][C:3]1[CH:4]=[C:5]2[C:9](=[CH:10][CH:11]=1)[C:8](=[O:12])[N:7]([CH:13]1[CH2:18][CH2:17][C:16](=[O:19])[NH:15][C:14]1=[O:20])[CH2:6]2.S(O)(=O)(=O)C.[Cl:26][C:27]1[CH:28]=[CH:29][C:30]([O:39][CH3:40])=[C:31]([C:33]([F:38])([F:37])[C:34](O)=[O:35])[CH:32]=1.C(N(C(C)C)CC)(C)C.F[P-](F)(F)(F)(F)F.CN(C(N(C)C)=[N+]1C2C(=NC=CC=2)[N+]([O-])=N1)C. (7) Given the product [C:1]([C:3]1[CH:4]=[CH:5][C:6]([NH:9][C:10]([CH:12]2[NH:16][CH:15]([CH2:17][C:18]([CH3:21])([CH3:20])[CH3:19])[C:14]3([C:29]4[C:24](=[CH:25][C:26]([Cl:30])=[CH:27][CH:28]=4)[NH:23][C:22]3=[O:31])[CH:13]2[C:32]2[CH:37]=[CH:36][CH:35]=[C:34]([Cl:38])[C:33]=2[F:39])=[O:11])=[N:7][CH:8]=1)(=[O:40])[NH2:2], predict the reactants needed to synthesize it. The reactants are: [C:1]([C:3]1[CH:4]=[CH:5][C:6]([NH:9][C:10]([CH:12]2[NH:16][CH:15]([CH2:17][C:18]([CH3:21])([CH3:20])[CH3:19])[C:14]3([C:29]4[C:24](=[CH:25][C:26]([Cl:30])=[CH:27][CH:28]=4)[NH:23][C:22]3=[O:31])[CH:13]2[C:32]2[CH:37]=[CH:36][CH:35]=[C:34]([Cl:38])[C:33]=2[F:39])=[O:11])=[N:7][CH:8]=1)#[N:2].[OH:40]O.[OH-].[Na+].